Dataset: Forward reaction prediction with 1.9M reactions from USPTO patents (1976-2016). Task: Predict the product of the given reaction. (1) Given the reactants [C:1]1([NH2:8])C=CC=C[C:2]=1[NH2:7].[CH:9]1([C:15](O)=O)[CH2:14][CH2:13][CH2:12][CH2:11][CH2:10]1.[OH-].[Na+], predict the reaction product. The product is: [CH:9]1([C:15]2[NH:7][CH:2]=[CH:1][N:8]=2)[CH2:14][CH2:13][CH2:12][CH2:11][CH2:10]1. (2) Given the reactants [OH:1][CH2:2][C@H:3]([N:5]1[CH:14]=[CH:13][C:12]2[C:7](=[CH:8][CH:9]=[CH:10][C:11]=2[N+:15]([O-:17])=[O:16])[C:6]1=[O:18])[CH3:4].[C:19](OC(=O)C)(=[O:21])[CH3:20].C(N(CC)CC)C.C(Cl)Cl, predict the reaction product. The product is: [C:19]([O:1][CH2:2][C@H:3]([N:5]1[CH:14]=[CH:13][C:12]2[C:7](=[CH:8][CH:9]=[CH:10][C:11]=2[N+:15]([O-:17])=[O:16])[C:6]1=[O:18])[CH3:4])(=[O:21])[CH3:20]. (3) Given the reactants C(NC(C)C)(C)C.[CH2:8]([O:15][C:16]([CH2:18][C@H:19]1[CH2:24][CH2:23][C@H:22]([O:25][Si:26]([C:29]([CH3:32])([CH3:31])[CH3:30])([CH3:28])[CH3:27])[CH2:21][CH2:20]1)=[O:17])[C:9]1[CH:14]=[CH:13][CH:12]=[CH:11][CH:10]=1.[CH3:33][CH:34]([CH3:47])[C:35](=[O:46])[C:36]([O:38][CH2:39][C:40]1[CH:45]=[CH:44][CH:43]=[CH:42][CH:41]=1)=[O:37].C(O)(=O)C, predict the reaction product. The product is: [Si:26]([O:25][C@H:22]1[CH2:23][CH2:24][C@H:19]([CH:18]([C:16]([O:15][CH2:8][C:9]2[CH:10]=[CH:11][CH:12]=[CH:13][CH:14]=2)=[O:17])[C:35]([OH:46])([CH:34]([CH3:33])[CH3:47])[C:36]([O:38][CH2:39][C:40]2[CH:41]=[CH:42][CH:43]=[CH:44][CH:45]=2)=[O:37])[CH2:20][CH2:21]1)([C:29]([CH3:32])([CH3:31])[CH3:30])([CH3:28])[CH3:27].